From a dataset of Peptide-MHC class II binding affinity with 134,281 pairs from IEDB. Regression. Given a peptide amino acid sequence and an MHC pseudo amino acid sequence, predict their binding affinity value. This is MHC class II binding data. (1) The peptide sequence is CDGSILGAAVNGKKS. The MHC is DRB1_0404 with pseudo-sequence DRB1_0404. The binding affinity (normalized) is 0.738. (2) The peptide sequence is TGGNSPVQEFTVPRT. The MHC is DRB1_0901 with pseudo-sequence DRB1_0901. The binding affinity (normalized) is 0.0718. (3) The peptide sequence is SMSYSWTGALVTPCAAEEQK. The MHC is DRB1_0701 with pseudo-sequence DRB1_0701. The binding affinity (normalized) is 0.631. (4) The MHC is DRB1_0301 with pseudo-sequence DRB1_0301. The binding affinity (normalized) is 0.178. The peptide sequence is RPGVSKKFLSLLTSS. (5) The peptide sequence is KKTLRLPKMLETEIV. The MHC is DRB4_0101 with pseudo-sequence DRB4_0103. The binding affinity (normalized) is 0.602. (6) The peptide sequence is VDIVKEAQSANPMVI. The MHC is DRB1_0101 with pseudo-sequence DRB1_0101. The binding affinity (normalized) is 0.651. (7) The peptide sequence is SGLELTFTNDSIISH. The MHC is DRB1_0101 with pseudo-sequence DRB1_0101. The binding affinity (normalized) is 0.182.